This data is from Full USPTO retrosynthesis dataset with 1.9M reactions from patents (1976-2016). The task is: Predict the reactants needed to synthesize the given product. (1) Given the product [ClH:13].[CH3:12][N:9]1[CH2:10][CH2:11][CH:6]([C:4]([OH:5])=[O:3])[CH2:7][CH2:8]1, predict the reactants needed to synthesize it. The reactants are: C([O:3][C:4]([CH:6]1[CH2:11][CH2:10][N:9]([CH3:12])[CH2:8][CH2:7]1)=[O:5])C.[ClH:13]. (2) The reactants are: [CH2:1]([N:8]1[C:16]2[C:11](=[CH:12][C:13]([NH:17][C:18]3[CH:27]=[CH:26][C:25]([CH:28]4[CH2:30][CH2:29]4)=[CH:24][C:19]=3[C:20]([O:22]C)=[O:21])=[CH:14][CH:15]=2)[CH:10]=[N:9]1)[C:2]1[CH:7]=[CH:6][CH:5]=[CH:4][CH:3]=1.[OH-].[Na+].O.Cl. Given the product [CH2:1]([N:8]1[C:16]2[C:11](=[CH:12][C:13]([NH:17][C:18]3[CH:27]=[CH:26][C:25]([CH:28]4[CH2:30][CH2:29]4)=[CH:24][C:19]=3[C:20]([OH:22])=[O:21])=[CH:14][CH:15]=2)[CH:10]=[N:9]1)[C:2]1[CH:3]=[CH:4][CH:5]=[CH:6][CH:7]=1, predict the reactants needed to synthesize it. (3) Given the product [CH3:34][O:35][CH2:36][CH2:37][O:38][CH2:39][CH2:40][O:41][CH2:42][CH2:43][O:44][CH2:45][CH2:46][NH:47][S:20]([C:16]1[CH:17]=[CH:18][CH:19]=[C:14]([C:10]2[N:9]=[C:8]([C:6]3[CH:5]=[C:4]([C:24]4[CH:25]=[CH:26][C:27]([C:30]([F:32])([F:31])[F:33])=[CH:28][CH:29]=4)[CH:3]=[C:2]([CH3:1])[N:7]=3)[CH:13]=[CH:12][CH:11]=2)[CH:15]=1)(=[O:22])=[O:21], predict the reactants needed to synthesize it. The reactants are: [CH3:1][C:2]1[N:7]=[C:6]([C:8]2[CH:13]=[CH:12][CH:11]=[C:10]([C:14]3[CH:15]=[C:16]([S:20](Cl)(=[O:22])=[O:21])[CH:17]=[CH:18][CH:19]=3)[N:9]=2)[CH:5]=[C:4]([C:24]2[CH:29]=[CH:28][C:27]([C:30]([F:33])([F:32])[F:31])=[CH:26][CH:25]=2)[CH:3]=1.[CH3:34][O:35][CH2:36][CH2:37][O:38][CH2:39][CH2:40][O:41][CH2:42][CH2:43][O:44][CH2:45][CH2:46][NH2:47].CCN(CC)CC. (4) Given the product [CH3:1]/[C:2](/[CH2:9][CH2:10][CH2:11]/[CH:12]=[CH:13]\[CH2:14]/[CH:15]=[CH:16]\[CH2:17]/[CH:18]=[CH:19]\[CH2:20]/[CH:21]=[CH:22]\[CH2:23]/[CH:24]=[CH:25]\[CH2:26][CH3:27])=[CH:3]\[C:4]([OH:6])=[O:5], predict the reactants needed to synthesize it. The reactants are: [CH3:1]/[C:2](/[CH2:9][CH2:10][CH2:11]/[CH:12]=[CH:13]\[CH2:14]/[CH:15]=[CH:16]\[CH2:17]/[CH:18]=[CH:19]\[CH2:20]/[CH:21]=[CH:22]\[CH2:23]/[CH:24]=[CH:25]\[CH2:26][CH3:27])=[CH:3]\[C:4]([O:6]CC)=[O:5].[Li+].[OH-].Cl. (5) Given the product [NH2:28][CH2:27][C:12]1[N:13]([C@@H:18]2[O:24][C@H:23]([CH2:25][OH:26])[C@@H:21]([OH:22])[C@H:19]2[OH:20])[C:14]2[C:10]([N:11]=1)=[C:9]([NH:8][CH2:1][C:2]1[CH:3]=[CH:4][CH:5]=[CH:6][CH:7]=1)[N:17]=[CH:16][N:15]=2, predict the reactants needed to synthesize it. The reactants are: [CH2:1]([NH:8][C:9]1[N:17]=[CH:16][N:15]=[C:14]2[C:10]=1[N:11]=[C:12]([C:27]#[N:28])[N:13]2[C@@H:18]1[O:24][C@H:23]([CH2:25][OH:26])[C@@H:21]([OH:22])[C@H:19]1[OH:20])[C:2]1[CH:7]=[CH:6][CH:5]=[CH:4][CH:3]=1.[H-].[H-].[H-].[H-].[Li+].[Al+3].O.